From a dataset of Full USPTO retrosynthesis dataset with 1.9M reactions from patents (1976-2016). Predict the reactants needed to synthesize the given product. (1) Given the product [F:19][CH2:18][O:17][C:14]1[CH:15]=[CH:16][C:11]([C:9]2[N:10]=[C:4]3[CH:3]=[C:2]([N:21]4[CH2:26][CH2:25][O:24][CH2:23][CH2:22]4)[CH:7]=[CH:6][N:5]3[CH:8]=2)=[CH:12][CH:13]=1, predict the reactants needed to synthesize it. The reactants are: Br[C:2]1[CH:7]=[CH:6][N:5]2[CH:8]=[C:9]([C:11]3[CH:16]=[CH:15][C:14]([O:17][CH2:18][F:19])=[CH:13][CH:12]=3)[N:10]=[C:4]2[CH:3]=1.Cl.[NH:21]1[CH2:26][CH2:25][O:24][CH2:23][CH2:22]1. (2) The reactants are: OS(C(F)(F)F)(=O)=O.C([NH:16][C:17]1[N:22]=[C:21]2[O:23][C:24]([C:30]3[CH:35]=[CH:34][C:33]([F:36])=[CH:32][CH:31]=3)=[C:25]([C:26]([NH:28][CH3:29])=[O:27])[C:20]2=[CH:19][C:18]=1[C:37]1[CH:42]=[CH:41][CH:40]=[C:39]([C:43](=[O:50])[NH:44][C:45]23[CH2:49][CH:47]([CH2:48]2)[CH2:46]3)[CH:38]=1)C1C=CC=CC=1. Given the product [NH2:16][C:17]1[N:22]=[C:21]2[O:23][C:24]([C:30]3[CH:35]=[CH:34][C:33]([F:36])=[CH:32][CH:31]=3)=[C:25]([C:26]([NH:28][CH3:29])=[O:27])[C:20]2=[CH:19][C:18]=1[C:37]1[CH:42]=[CH:41][CH:40]=[C:39]([C:43](=[O:50])[NH:44][C:45]23[CH2:49][CH:47]([CH2:46]2)[CH2:48]3)[CH:38]=1, predict the reactants needed to synthesize it. (3) Given the product [Cl:34][C:35]1[CH:40]=[CH:39][C:38]([O:20][C:17]2[CH:16]=[CH:15][C:14]([C:11]34[CH2:12][CH2:13][CH:8]([N:5]5[CH2:6][CH2:7][S:2](=[O:1])(=[O:21])[N:3]=[C:4]53)[CH2:9][CH2:10]4)=[CH:19][CH:18]=2)=[CH:37][CH:36]=1, predict the reactants needed to synthesize it. The reactants are: [O:1]=[S:2]1(=[O:21])[CH2:7][CH2:6][N:5]2[CH:8]3[CH2:13][CH2:12][C:11]([C:14]4[CH:19]=[CH:18][C:17]([OH:20])=[CH:16][CH:15]=4)([C:4]2=[N:3]1)[CH2:10][CH2:9]3.N1C=CC=CC=1.C(=O)([O-])[O-].[Cs+].[Cs+].[Cl:34][C:35]1[CH:40]=[CH:39][C:38](B(O)O)=[CH:37][CH:36]=1. (4) Given the product [C:46]([O:50][C:51]([N:53]1[CH2:60][C@H:59]2[N:61]([C:62]([O:64][C:65]([CH3:68])([CH3:66])[CH3:67])=[O:63])[C@H:55]([CH2:56][C:57]([C:72]3[CH:77]=[CH:76][C:75]([O:78][CH2:79][CH2:80][O:81][C:82]4[C:87]([Cl:88])=[CH:86][C:85]([CH3:89])=[CH:84][C:83]=4[Cl:90])=[CH:74][CH:73]=3)=[C:58]2[C:69](=[O:70])[N:115]([CH:116]2[CH2:117][CH2:118]2)[CH2:119][C:121]2[CH:9]=[CH:10][CH:11]=[C:12]([CH3:27])[C:13]=2[CH3:14])[CH2:54]1)=[O:52])([CH3:48])([CH3:49])[CH3:47], predict the reactants needed to synthesize it. The reactants are: C(OC(N1C[C@H:14]2N(C(OC(C)(C)C)=O)[C@H:10]([CH2:11][C:12]([C:27]3C=CC(OCCOC4C(Cl)=CC(C)=CC=4Cl)=CC=3)=[C:13]2C(O)=O)[CH2:9]1)=O)(C)(C)C.[C:46]([O:50][C:51]([N:53]1[CH2:60][C@H:59]2[N:61]([C:62]([O:64][C:65]([CH3:68])([CH3:67])[CH3:66])=[O:63])[C@H:55]([CH:56]=[C:57]([C:72]3[CH:77]=[CH:76][C:75]([O:78][CH2:79][CH2:80][O:81][C:82]4[C:87]([Cl:88])=[CH:86][C:85]([CH3:89])=[CH:84][C:83]=4[Cl:90])=[CH:74][CH:73]=3)[CH:58]2[C:69](O)=[O:70])[CH2:54]1)=[O:52])([CH3:49])([CH3:48])[CH3:47].CCN=C=NCCCN(C)C.Cl.C1C=CC2N(O)N=NC=2C=1.CC[N:115]([CH:119]([CH3:121])C)[CH:116]([CH3:118])[CH3:117]. (5) Given the product [F:1][CH:2]([F:13])[C:3]1[CH:4]=[CH:5][C:6]([C:7]([OH:9])=[O:8])=[CH:11][CH:12]=1, predict the reactants needed to synthesize it. The reactants are: [F:1][CH:2]([F:13])[C:3]1[CH:12]=[CH:11][C:6]([C:7]([O:9]C)=[O:8])=[CH:5][CH:4]=1.[OH-].[K+].